From a dataset of Forward reaction prediction with 1.9M reactions from USPTO patents (1976-2016). Predict the product of the given reaction. (1) Given the reactants [Br:1][C:2]1[CH:3]=[CH:4][C:5]([Cl:10])=[C:6]([CH:9]=1)[CH2:7][NH2:8].CO[C:13](=[NH:21])[CH:14]([O:18][CH2:19][CH3:20])[O:15][CH2:16][CH3:17], predict the reaction product. The product is: [Br:1][C:2]1[CH:3]=[CH:4][C:5]([Cl:10])=[C:6]([CH:9]=1)[CH2:7][NH:8][C:13](=[NH:21])[CH:14]([O:18][CH2:19][CH3:20])[O:15][CH2:16][CH3:17]. (2) Given the reactants Cl.[CH3:2][O:3][CH2:4][C@@H:5]1[CH2:9][NH:8][C@H:7]([C:10]2[NH:11][C:12]([C:15]3[CH:28]=[C:27]4[O:29][CH2:30][C:24]5[C:25]6[C:26]4=[C:17]([CH2:18][O:19][C:20]=6[CH:21]=[C:22]([C:31]4[NH:35][C:34]([C@@H:36]6[CH2:40][CH2:39][C@H:38]([CH3:41])[N:37]6[C:42](=[O:52])[C@@H:43]([NH:47][C:48](=[O:51])[O:49][CH3:50])[CH:44]([CH3:46])[CH3:45])=[N:33][CH:32]=4)[CH:23]=5)[CH:16]=3)=[CH:13][N:14]=2)[CH2:6]1.[CH3:53][O:54][C:55]([NH:57][C@@H:58]([CH:62]([CH3:64])[CH3:63])[C:59](O)=[O:60])=[O:56].CN(C(ON1N=NC2C=CC=NC1=2)=[N+](C)C)C.F[P-](F)(F)(F)(F)F.CN1CCOCC1, predict the reaction product. The product is: [CH3:50][O:49][C:48]([NH:47][C@@H:43]([CH:44]([CH3:46])[CH3:45])[C:42]([N:37]1[C@@H:38]([CH3:41])[CH2:39][CH2:40][C@H:36]1[C:34]1[NH:35][C:31]([C:22]2[CH:21]=[C:20]3[O:19][CH2:18][C:17]4[C:26]5[C:25]3=[C:24]([CH2:30][O:29][C:27]=5[CH:28]=[C:15]([C:12]3[NH:11][C:10]([C@@H:7]5[CH2:6][C@H:5]([CH2:4][O:3][CH3:2])[CH2:9][N:8]5[C:59](=[O:60])[C@@H:58]([NH:57][C:55](=[O:56])[O:54][CH3:53])[CH:62]([CH3:64])[CH3:63])=[N:14][CH:13]=3)[CH:16]=4)[CH:23]=2)=[CH:32][N:33]=1)=[O:52])=[O:51]. (3) Given the reactants N.C([O:5][C@@H:6]1[C@@H:10]([CH2:11][O:12]C(=O)C)[O:9][CH:8]([N:16]2[CH:23]=[N:22][C:20]([NH2:21])=[N:19][C:17]2=[O:18])[CH2:7]1)(=O)C, predict the reaction product. The product is: [CH2:7]1[C@H:8]([N:16]2[C:17](=[O:18])[N:19]=[C:20]([NH2:21])[N:22]=[CH:23]2)[O:9][C@H:10]([CH2:11][OH:12])[C@H:6]1[OH:5]. (4) The product is: [CH3:11][C:9]1[NH:10][C:6]2[CH:5]=[CH:4][N:3]=[C:2]([NH:19][CH2:18][C:17]3[CH:20]=[CH:21][C:14]([F:13])=[CH:15][CH:16]=3)[C:7]=2[C:8]=1[CH3:12]. Given the reactants Cl[C:2]1[C:7]2[C:8]([CH3:12])=[C:9]([CH3:11])[NH:10][C:6]=2[CH:5]=[CH:4][N:3]=1.[F:13][C:14]1[CH:21]=[CH:20][C:17]([CH2:18][NH2:19])=[CH:16][CH:15]=1, predict the reaction product. (5) Given the reactants [OH:1][C@@:2]1([C:33]([F:36])([F:35])[F:34])[C:14]2[CH:13]=[C:12]([O:15][CH2:16][C@@H:17]([OH:19])[CH3:18])[CH:11]=[C:10]([C:20]3[CH:21]=[N:22][N:23]([C:25]([CH3:32])([CH3:31])[C:26]([O:28]CC)=[O:27])[CH:24]=3)[C:9]=2[C:8]2[C:3]1=[CH:4][CH:5]=[CH:6][CH:7]=2.[OH-].[Na+].Cl, predict the reaction product. The product is: [OH:1][C@@:2]1([C:33]([F:35])([F:36])[F:34])[C:14]2[CH:13]=[C:12]([O:15][CH2:16][C@@H:17]([OH:19])[CH3:18])[CH:11]=[C:10]([C:20]3[CH:21]=[N:22][N:23]([C:25]([CH3:31])([CH3:32])[C:26]([OH:28])=[O:27])[CH:24]=3)[C:9]=2[C:8]2[C:3]1=[CH:4][CH:5]=[CH:6][CH:7]=2. (6) The product is: [Cl:1][C:2]1[C:3]([CH3:13])=[C:4]([CH3:12])[C:5]2[O:9][C:8]([N:18]3[CH2:19][CH2:20][N:15]([CH3:14])[CH2:16][CH2:17]3)=[N:7][C:6]=2[CH:11]=1. Given the reactants [Cl:1][C:2]1[C:3]([CH3:13])=[C:4]([CH3:12])[C:5]2[O:9][C:8](S)=[N:7][C:6]=2[CH:11]=1.[CH3:14][N:15]1[CH2:20][CH2:19][NH:18][CH2:17][CH2:16]1, predict the reaction product. (7) Given the reactants [CH3:1][C:2]([CH3:19])([CH3:18])[C:3]([NH:5][C:6]1[CH:7]=[C:8]2[C:12](=[CH:13][C:14]=1[N+:15]([O-:17])=[O:16])[NH:11][CH2:10][CH2:9]2)=[O:4].[F:20][C:21]([C:24]1[CH:31]=[CH:30][CH:29]=[CH:28][C:25]=1C=O)([F:23])[F:22].[C:32](O)(=O)C.[BH3-]C#N.[Na+], predict the reaction product. The product is: [CH3:1][C:2]([CH3:19])([CH3:18])[C:3]([NH:5][C:6]1[CH:7]=[C:8]2[C:12](=[CH:13][C:14]=1[N+:15]([O-:17])=[O:16])[N:11]([CH2:32][C:29]1[CH:28]=[CH:25][C:24]([C:21]([F:20])([F:22])[F:23])=[CH:31][CH:30]=1)[CH2:10][CH2:9]2)=[O:4].